From a dataset of Full USPTO retrosynthesis dataset with 1.9M reactions from patents (1976-2016). Predict the reactants needed to synthesize the given product. (1) The reactants are: [C:1]([C:5]1[C:13]2[O:12][CH:11]([CH2:14][NH2:15])[CH2:10][C:9]=2[CH:8]=[C:7]([O:16][CH3:17])[CH:6]=1)([CH3:4])([CH3:3])[CH3:2].C(N(C(C)C)CC)(C)C.Cl[C:28]([O:30][CH2:31][C:32]1[CH:37]=[CH:36][CH:35]=[CH:34][CH:33]=1)=[O:29].C(OC(=O)NCC1CC2C=CC=C(C3CCCC3)C=2O1)C1C=CC=CC=1. Given the product [CH2:31]([O:30][C:28](=[O:29])[NH:15][CH2:14][CH:11]1[CH2:10][C:9]2[CH:8]=[C:7]([O:16][CH3:17])[CH:6]=[C:5]([C:1]([CH3:4])([CH3:2])[CH3:3])[C:13]=2[O:12]1)[C:32]1[CH:37]=[CH:36][CH:35]=[CH:34][CH:33]=1, predict the reactants needed to synthesize it. (2) Given the product [CH3:37][S:38]([N:4]1[CH2:5][CH2:6][CH2:7][N:1]([C:8]2[CH:9]=[CH:10][C:11]3[N:18]4[CH2:19][C@H:14]([CH2:15][CH2:16][CH2:17]4)[N:13]([C:20]([NH:22][C:23]4[CH:28]=[CH:27][N:26]=[CH:25][N:24]=4)=[O:21])[C:12]=3[N:29]=2)[CH2:2][CH2:3]1)(=[O:40])=[O:39], predict the reactants needed to synthesize it. The reactants are: [N:1]1([C:8]2[CH:9]=[CH:10][C:11]3[N:18]4[CH2:19][C@H:14]([CH2:15][CH2:16][CH2:17]4)[N:13]([C:20]([NH:22][C:23]4[CH:28]=[CH:27][N:26]=[CH:25][N:24]=4)=[O:21])[C:12]=3[N:29]=2)[CH2:7][CH2:6][CH2:5][NH:4][CH2:3][CH2:2]1.C(N(CC)CC)C.[CH3:37][S:38](Cl)(=[O:40])=[O:39]. (3) Given the product [CH2:1]([O:8][C:9]1[CH:17]=[C:16]2[C:12]([C:13]([C:28]([CH:24]3[C:25]([CH3:27])([CH3:26])[C:23]3([CH3:31])[CH3:22])=[O:29])=[CH:14][NH:15]2)=[CH:11][CH:10]=1)[C:2]1[CH:3]=[CH:4][CH:5]=[CH:6][CH:7]=1, predict the reactants needed to synthesize it. The reactants are: [CH2:1]([O:8][C:9]1[CH:17]=[C:16]2[C:12]([CH:13]=[CH:14][NH:15]2)=[CH:11][CH:10]=1)[C:2]1[CH:7]=[CH:6][CH:5]=[CH:4][CH:3]=1.C([Mg]Br)C.[CH3:22][C:23]1([CH3:31])[C:25]([CH3:27])([CH3:26])[CH:24]1[C:28](Cl)=[O:29]. (4) Given the product [CH2:1]([O:3][C:4]([C@H:6]1[C@@H:11]([NH:12][CH2:19][C:18]2[CH:21]=[CH:22][C:15]([F:14])=[CH:16][CH:17]=2)[C@@H:10]2[CH2:13][C@H:7]1[CH2:8][CH2:9]2)=[O:5])[CH3:2], predict the reactants needed to synthesize it. The reactants are: [CH2:1]([O:3][C:4]([C@H:6]1[C@@H:11]([NH2:12])[C@@H:10]2[CH2:13][C@H:7]1[CH2:8][CH2:9]2)=[O:5])[CH3:2].[F:14][C:15]1[CH:22]=[CH:21][C:18]([CH:19]=O)=[CH:17][CH:16]=1.C(O)(=O)C.C([BH3-])#N.[Na+]. (5) Given the product [Cl:1][C:2]1[N:3]=[C:4]([CH2:8][C:15]2([OH:14])[CH2:16][CH2:17][N:18]([C:21]([O:23][C:24]([CH3:26])([CH3:25])[CH3:27])=[O:22])[CH2:19][CH2:20]2)[CH:5]=[CH:6][CH:7]=1, predict the reactants needed to synthesize it. The reactants are: [Cl:1][C:2]1[CH:7]=[CH:6][CH:5]=[C:4]([CH3:8])[N:3]=1.C([Li])CCC.[O:14]=[C:15]1[CH2:20][CH2:19][N:18]([C:21]([O:23][C:24]([CH3:27])([CH3:26])[CH3:25])=[O:22])[CH2:17][CH2:16]1.[Cl-].[NH4+]. (6) Given the product [NH:18]1[CH2:17][CH2:16][NH:19][CH2:3][CH:4]1[C:6]1[CH:11]=[CH:10][C:9]([NH:12][C:13](=[O:15])[CH3:14])=[CH:8][CH:7]=1, predict the reactants needed to synthesize it. The reactants are: O.O=[CH:3][C:4]([C:6]1[CH:11]=[CH:10][C:9]([NH:12][C:13](=[O:15])[CH3:14])=[CH:8][CH:7]=1)=O.[CH2:16]([NH2:19])[CH2:17][NH2:18].[BH4-].[Na+].